Dataset: Forward reaction prediction with 1.9M reactions from USPTO patents (1976-2016). Task: Predict the product of the given reaction. (1) Given the reactants [CH3:1][C:2]([CH3:35])([CH3:34])[C:3]([O:5][C:6]1[CH:11]=[CH:10][C:9]([C:12](=[O:26])[NH:13][CH2:14][C:15]2[NH:19][N:18]=[C:17]([C:20]3[CH:25]=[CH:24][N:23]=[CH:22][CH:21]=3)[N:16]=2)=[C:8]([O:27]C(=O)C(C)(C)C)[CH:7]=1)=[O:4].O.C([O-])(O)=O.[Na+], predict the reaction product. The product is: [C:3]([O:5][C:6]1[CH:11]=[CH:10][C:9]([C:12](=[O:26])[NH:13][CH2:14][C:15]2[NH:19][N:18]=[C:17]([C:20]3[CH:21]=[CH:22][N:23]=[CH:24][CH:25]=3)[N:16]=2)=[C:8]([OH:27])[CH:7]=1)(=[O:4])[C:2]([CH3:35])([CH3:34])[CH3:1]. (2) The product is: [O:11]=[C:7]1[C:8]2[C:4](=[CH:3][C:2]([C:18]#[N:19])=[CH:10][CH:9]=2)[CH2:5][CH2:6]1. Given the reactants Br[C:2]1[CH:3]=[C:4]2[C:8](=[CH:9][CH:10]=1)[C:7](=[O:11])[CH2:6][CH2:5]2.C(OCC)(=O)C.[CH3:18][N:19](C)C=O, predict the reaction product.